This data is from Full USPTO retrosynthesis dataset with 1.9M reactions from patents (1976-2016). The task is: Predict the reactants needed to synthesize the given product. Given the product [CH3:1][O:2][C:3](=[O:20])[C:4]1[CH:9]=[CH:8][CH:7]=[N:6][C:5]=1[S:10](=[O:19])(=[O:18])[N:11]([CH3:21])[C:12]1[CH:17]=[CH:16][CH:15]=[CH:14][CH:13]=1, predict the reactants needed to synthesize it. The reactants are: [CH3:1][O:2][C:3](=[O:20])[C:4]1[CH:9]=[CH:8][CH:7]=[N:6][C:5]=1[S:10](=[O:19])(=[O:18])[NH:11][C:12]1[CH:17]=[CH:16][CH:15]=[CH:14][CH:13]=1.[C:21](=O)([O-])[O-].[K+].[K+].CBr.